Dataset: Cav3 T-type calcium channel HTS with 100,875 compounds. Task: Binary Classification. Given a drug SMILES string, predict its activity (active/inactive) in a high-throughput screening assay against a specified biological target. (1) The result is 0 (inactive). The molecule is S\1CN(CSC1=C(\P(OCC)(OCC)=O)C#N)c1ccccc1. (2) The drug is S(CC(=O)c1c(n(c(c1)C)C)C)c1sc(NCc2ccccc2)nn1. The result is 0 (inactive). (3) The compound is O=C1C(NC(=O)c2ccccc2)(C2C=3C(C4C(C(C13)c1ccccc1)C(=O)NC4=O)CC(=CC2C(OC)=O)C(OC)=O)C. The result is 0 (inactive). (4) The molecule is o1c(CNC=2CCCC(=O)C2)ccc1. The result is 0 (inactive). (5) The compound is O1N=C(CC21CC(N(C2)C(=O)/C(C)=C\C)C(=O)N)c1cc(NC(=O)/C=C\C)ccc1. The result is 0 (inactive). (6) The compound is O=C(Nc1c(OCC)ccc(OCC)c1)CN1CCN(CC1)c1c(c(ccc1)C)C. The result is 0 (inactive). (7) The compound is FC(F)(F)C(=O)C=1CCCC1NNC(=O)c1c(OC)cccc1. The result is 0 (inactive). (8) The molecule is O1c2c(OC1)ccc(c2)C(=O)Nc1cc(OC)c(NC(=O)C(C)C)cc1. The result is 0 (inactive).